From a dataset of Forward reaction prediction with 1.9M reactions from USPTO patents (1976-2016). Predict the product of the given reaction. (1) Given the reactants N[C@H:2](C(O)=O)CC1C=CC=CC=1.CC1(C)C2(CS(O)(=O)=O)C(CC1CC2)=O.[CH2:28]([C:35]1([CH2:43][CH2:44][C:45](=[O:47])[CH3:46])[C:40](=O)[CH2:39][CH2:38][CH2:37][C:36]1=[O:42])[C:29]1[CH:34]=[CH:33][CH:32]=[CH:31][CH:30]=1, predict the reaction product. The product is: [CH2:28]([C:35]12[C:36](=[O:42])[CH2:37][CH2:38][CH2:39][C:40]1=[C:46]([CH3:2])[C:45](=[O:47])[CH2:44][CH2:43]2)[C:29]1[CH:30]=[CH:31][CH:32]=[CH:33][CH:34]=1. (2) Given the reactants [NH2:1][C:2]1[C:7]([OH:8])=[CH:6][C:5]([Br:9])=[CH:4][N:3]=1.[CH3:10][C:11]([CH3:18])([CH2:16]O)[C:12]([O:14][CH3:15])=[O:13].C1(P(C2C=CC=CC=2)C2C=CC=CC=2)C=CC=CC=1.[N+](C(OCC)=O)(C(OCC)=O)=[N-], predict the reaction product. The product is: [CH3:15][O:14][C:12](=[O:13])[C:11]([CH3:18])([CH3:16])[CH2:10][O:8][C:7]1[C:2]([NH2:1])=[N:3][CH:4]=[C:5]([Br:9])[CH:6]=1. (3) Given the reactants [NH2:1][C:2]1[CH:3]=[C:4]([OH:9])[CH:5]=[CH:6][C:7]=1[NH2:8].[CH3:10][O:11][C:12]([NH:14][C:15](=NC(OC)=O)SC)=[O:13], predict the reaction product. The product is: [CH3:10][O:11][C:12](=[O:13])[NH:14][C:15]1[NH:8][C:7]2[CH:6]=[CH:5][C:4]([OH:9])=[CH:3][C:2]=2[N:1]=1.